Dataset: Peptide-MHC class II binding affinity with 134,281 pairs from IEDB. Task: Regression. Given a peptide amino acid sequence and an MHC pseudo amino acid sequence, predict their binding affinity value. This is MHC class II binding data. (1) The peptide sequence is IDLTKIDRCFQLRGNGV. The MHC is DRB4_0101 with pseudo-sequence DRB4_0103. The binding affinity (normalized) is 0.399. (2) The peptide sequence is PGVDYTITVYAVTYY. The MHC is DRB5_0101 with pseudo-sequence DRB5_0101. The binding affinity (normalized) is 0.216. (3) The peptide sequence is GELQIVDKIDAAMKI. The MHC is DRB4_0101 with pseudo-sequence DRB4_0103. The binding affinity (normalized) is 0.569. (4) The peptide sequence is AFKVAATAANAAPANY. The MHC is DRB1_1302 with pseudo-sequence DRB1_1302. The binding affinity (normalized) is 0.627. (5) The peptide sequence is KKLTIAYLVGSNMTQRV. The MHC is HLA-DQA10501-DQB10302 with pseudo-sequence HLA-DQA10501-DQB10302. The binding affinity (normalized) is 0.356.